Dataset: Forward reaction prediction with 1.9M reactions from USPTO patents (1976-2016). Task: Predict the product of the given reaction. (1) The product is: [F:1][C:2]([F:12])([F:11])[C:3]1[CH:10]=[CH:9][CH:8]=[CH:7][C:4]=1[CH2:5][NH:13][C:14]1[CH:15]=[C:16]2[C:21]3=[C:22]([CH2:24][CH2:25][N:20]3[CH2:19][C@@H:18]3[CH2:26][NH:27][CH2:28][C@H:17]23)[CH:23]=1. Given the reactants [F:1][C:2]([F:12])([F:11])[C:3]1[CH:10]=[CH:9][CH:8]=[CH:7][C:4]=1[CH:5]=O.[NH2:13][C:14]1[CH:15]=[C:16]2[C:21]3=[C:22]([CH2:24][CH2:25][N:20]3[CH2:19][C@@H:18]3[CH2:26][N:27](C(OC(C)(C)C)=O)[CH2:28][C@H:17]23)[CH:23]=1, predict the reaction product. (2) Given the reactants [CH2:1]([N:8]1[C@@H:13]([CH2:14][OH:15])[CH2:12][O:11][C@@H:10]([C:16]([N:18]([CH:39]2[CH2:41][CH2:40]2)[C@@H:19]([C:21]2[C:29]3[C:24](=[N:25][C:26]([CH3:30])=[CH:27][CH:28]=3)[N:23]([CH2:31][CH2:32][CH2:33][NH:34][C:35](=[O:38])[O:36][CH3:37])[N:22]=2)[CH3:20])=[O:17])[CH2:9]1)[C:2]1[CH:7]=[CH:6][CH:5]=[CH:4][CH:3]=1.C(N(CC)CC)C.[CH3:49][S:50](Cl)(=[O:52])=[O:51].C(=O)([O-])O.[Na+], predict the reaction product. The product is: [CH3:49][S:50]([O:15][CH2:14][C@H:13]1[CH2:12][O:11][C@@H:10]([C:16](=[O:17])[N:18]([CH:39]2[CH2:40][CH2:41]2)[C@@H:19]([C:21]2[C:29]3[C:24](=[N:25][C:26]([CH3:30])=[CH:27][CH:28]=3)[N:23]([CH2:31][CH2:32][CH2:33][NH:34][C:35]([O:36][CH3:37])=[O:38])[N:22]=2)[CH3:20])[CH2:9][N:8]1[CH2:1][C:2]1[CH:7]=[CH:6][CH:5]=[CH:4][CH:3]=1)(=[O:52])=[O:51]. (3) The product is: [CH2:49]([N:48]([CH2:62][CH3:63])[C:34]1[N:28]=[C:27]([C:26]2[CH:24]=[CH:29][C:30]([F:56])=[CH:31][CH:32]=2)[C:6]2[CH2:12][CH2:11][CH2:10][NH:9][CH2:67][C:66]=2[N:64]=1)[CH3:50].[CH2:21]([O:23][C:24]([CH:7]1[C:6](=[O:45])[CH2:12][CH2:11][CH2:10][N:9]([C:13]([O:15][C:16]([CH3:17])([CH3:18])[CH3:19])=[O:14])[CH2:8]1)=[O:25])[CH3:22]. Given the reactants C(OC([CH:6]1[CH2:12][CH2:11][CH2:10][N:9]([C:13]([O:15][C:16]([CH3:19])([CH3:18])[CH3:17])=[O:14])[CH2:8][C:7]1=O)=O)C.[CH2:21]([O:23][C:24]([CH:26]1[C:32](=O)[CH2:31][CH2:30][CH2:29][N:28]([C:34](OC(C)(C)C)=O)[CH2:27]1)=[O:25])[CH3:22].C([O:45]C([N:48]1CCC[C:50](=O)[CH2:49]1)=O)(C)(C)C.B(F)(F)[F:56].CCO[CH2:62][CH3:63].[N+:64](=[CH:66][C:67](OCC)=O)=[N-].C([O-])(O)=O.[Na+], predict the reaction product.